Dataset: Forward reaction prediction with 1.9M reactions from USPTO patents (1976-2016). Task: Predict the product of the given reaction. (1) Given the reactants [F:1][C:2]1[CH:3]=[C:4]([CH2:9][C:10]([OH:12])=O)[CH:5]=[C:6]([F:8])[CH:7]=1.Cl.N[C@H](C([NH:19][CH:20]1[C:26](=[O:27])[N:25]([CH2:28][CH:29]2[CH2:31][CH2:30]2)[C:24]2[CH:32]=[CH:33][CH:34]=[CH:35][C:23]=2[N:22]([CH2:36][CH:37]2[CH2:39][CH2:38]2)[C:21]1=[O:40])=O)C, predict the reaction product. The product is: [F:8][C:6]1[CH:5]=[C:4]([CH2:9][C:10]([NH:19][C@H:20]([C:26]([C:20]2([NH2:19])[C:26](=[O:27])[N:25]([CH2:28][CH:29]3[CH2:31][CH2:30]3)[C:24]3[CH:32]=[CH:33][CH:34]=[CH:35][C:23]=3[N:22]([CH2:36][CH:37]3[CH2:39][CH2:38]3)[C:21]2=[O:40])=[O:27])[CH3:21])=[O:12])[CH:3]=[C:2]([F:1])[CH:7]=1. (2) Given the reactants ClN1C(=O)CCC1=O.[F:9][C:10]([F:19])([F:18])[C:11]1[CH:17]=[CH:16][C:14]([NH2:15])=[CH:13][CH:12]=1.[CH3:20][S:21][CH3:22], predict the reaction product. The product is: [CH3:20][S:21]([CH3:22])=[N:15][C:14]1[CH:16]=[CH:17][C:11]([C:10]([F:18])([F:19])[F:9])=[CH:12][CH:13]=1. (3) Given the reactants [N+:1]([C:4]1[CH:12]=[CH:11][CH:10]=[C:9]2[C:5]=1[CH2:6][CH2:7][CH2:8]2)([O-])=O.[CH3:13][C:14](OC(C)=O)=[O:15], predict the reaction product. The product is: [CH2:8]1[C:9]2[C:5](=[C:4]([NH:1][C:14](=[O:15])[CH3:13])[CH:12]=[CH:11][CH:10]=2)[CH2:6][CH2:7]1.